This data is from Reaction yield outcomes from USPTO patents with 853,638 reactions. The task is: Predict the reaction yield, written as a fraction of the theoretical maximum amount of product (1.0 means a 100% yield; for example, 0.34 means a 34% yield). (1) The yield is 1.00. The product is [CH2:1]([O:3][C:4]([C:6]1[N:7]=[C:13]2[N:14]([C:15](=[O:25])[C:16]=1[O:17][CH2:18][C:19]1[CH:24]=[CH:23][CH:22]=[CH:21][CH:20]=1)[CH2:8][CH:9]1[CH2:10][CH2:11][C:12]2([O:60][CH2:59][C:50](=[O:49])[N:51]([CH3:53])[CH3:52])[CH2:26][CH2:27]1)=[O:5])[CH3:2]. The catalyst is CN(C=O)C.CN(C)C1C=CN=CC=1. The reactants are [CH2:1]([O:3][C:4]([C:6]1[N:7]=[C:8]2[N:14]([C:15](=[O:25])[C:16]=1[O:17][CH2:18][C:19]1[CH:24]=[CH:23][CH:22]=[CH:21][CH:20]=1)[CH2:13][CH:12]1[CH2:26][CH2:27][C:9]2(OCC(O)=O)[CH2:10][CH2:11]1)=[O:5])[CH3:2].F[P-](F)(F)(F)(F)F.N1([O:49][C:50](N(C)C)=[N+:51]([CH3:53])[CH3:52])C2N=CC=CC=2N=N1.C1C[O:60][CH2:59]C1.CNC. (2) The reactants are [CH3:1][C:2]1[C:3]2[N:4]([N:9]=[C:10]([C:12]3[N:13]=[C:14]4[CH:22]=[CH:21][C:20](F)=[CH:19][N:15]4[C:16](=[O:18])[CH:17]=3)[CH:11]=2)[CH:5]=[C:6]([CH3:8])[N:7]=1.[NH:24]1[CH2:28][CH2:27][C@@H:26]([CH2:29][NH:30][C:31](=[O:37])[O:32][C:33]([CH3:36])([CH3:35])[CH3:34])[CH2:25]1. The catalyst is CC(N(C)C)=O. The product is [CH3:1][C:2]1[C:3]2[N:4]([N:9]=[C:10]([C:12]3[N:13]=[C:14]4[CH:22]=[CH:21][C:20]([N:24]5[CH2:28][CH2:27][C@@H:26]([CH2:29][NH:30][C:31](=[O:37])[O:32][C:33]([CH3:35])([CH3:34])[CH3:36])[CH2:25]5)=[CH:19][N:15]4[C:16](=[O:18])[CH:17]=3)[CH:11]=2)[CH:5]=[C:6]([CH3:8])[N:7]=1. The yield is 0.920.